Predict the product of the given reaction. From a dataset of Forward reaction prediction with 1.9M reactions from USPTO patents (1976-2016). (1) The product is: [C:18]([O:21][C@H:22]1[C@@H:31]2[O:32][C:33]([CH3:36])([CH3:35])[O:34][C@@:30]32[C@@H:25]([C@H:26]([C:38]([CH3:39])=[C:42]([Cl:46])[Cl:43])[CH2:27][CH2:28][C@H:29]3[CH3:37])[CH:24]=[C:23]1[CH3:41])(=[O:20])[CH3:19]. Given the reactants [Cl-].[Li+].C([Li])CCC.P(=O)([O-])OC(CC)(CC)Cl.[C:18]([O:21][CH:22]1[CH:31]2[O:32][C:33]([CH3:36])([CH3:35])[O:34][C:30]32[CH:25]([CH:26]([C:38](=O)[CH3:39])[CH2:27][CH2:28][CH:29]3[CH3:37])[CH:24]=[C:23]1[CH3:41])(=[O:20])[CH3:19].[C:42]([Cl:46])(Cl)(Cl)[Cl:43], predict the reaction product. (2) Given the reactants [Br:1][C:2]1[CH:7]=[CH:6][N:5]2[CH:8]=[C:9]([CH:11]([CH3:13])[CH3:12])[N:10]=[C:4]2[CH:3]=1.[Cl:14][S:15](O[Si](C)(C)C)(=[O:17])=[O:16].C(N(CC)CC)C.P(Cl)(Cl)(Cl)=O, predict the reaction product. The product is: [Br:1][C:2]1[CH:7]=[CH:6][N:5]2[C:8]([S:15]([Cl:14])(=[O:17])=[O:16])=[C:9]([CH:11]([CH3:13])[CH3:12])[N:10]=[C:4]2[CH:3]=1. (3) Given the reactants Br[CH2:2][C:3]1[C:12]2[C:7](=[C:8]([F:14])[C:9]([F:13])=[CH:10][CH:11]=2)[NH:6][C:5](=[O:15])[CH:4]=1.[CH2:16]([C:23]1[NH:27][C:26]2[CH:28]=[CH:29][CH:30]=[CH:31][C:25]=2[N:24]=1)[C:17]1[CH:22]=[CH:21][CH:20]=[CH:19][CH:18]=1, predict the reaction product. The product is: [CH2:16]([C:23]1[N:24]([CH2:2][C:3]2[C:12]3[C:7](=[C:8]([F:14])[C:9]([F:13])=[CH:10][CH:11]=3)[NH:6][C:5](=[O:15])[CH:4]=2)[C:25]2[CH:31]=[CH:30][CH:29]=[CH:28][C:26]=2[N:27]=1)[C:17]1[CH:18]=[CH:19][CH:20]=[CH:21][CH:22]=1. (4) The product is: [CH3:21][S:22]([O:1][CH:2]1[C:11]2[C:6](=[CH:7][CH:8]=[CH:9][CH:10]=2)[CH2:5][CH2:4][CH2:3]1)(=[O:24])=[O:23]. Given the reactants [OH:1][CH:2]1[C:11]2[C:6](=[CH:7][CH:8]=[CH:9][CH:10]=2)[CH2:5][CH2:4][CH2:3]1.C(N(CC)C(C)C)(C)C.[CH3:21][S:22](Cl)(=[O:24])=[O:23].O, predict the reaction product. (5) Given the reactants CS(OCC1C(C2C=NC(OC)=CC=2)=CSC=1C(F)(F)F)(=O)=O.FC1C=C(O)C=C(F)C=1CCC(OCC)=O.[F:40][C:41]1[CH:42]=[C:43]([CH2:67][CH2:68][C:69]([O:71]CC)=[O:70])[CH:44]=[C:45]([F:66])[C:46]=1[O:47][CH2:48][C:49]1[C:53]([C:54]2[CH:55]=[N:56][C:57]([O:60][CH3:61])=[CH:58][CH:59]=2)=[CH:52][S:51][C:50]=1[C:62]([F:65])([F:64])[F:63], predict the reaction product. The product is: [F:66][C:45]1[CH:44]=[C:43]([CH2:67][CH2:68][C:69]([OH:71])=[O:70])[CH:42]=[C:41]([F:40])[C:46]=1[O:47][CH2:48][C:49]1[C:53]([C:54]2[CH:55]=[N:56][C:57]([O:60][CH3:61])=[CH:58][CH:59]=2)=[CH:52][S:51][C:50]=1[C:62]([F:65])([F:64])[F:63].